From a dataset of Reaction yield outcomes from USPTO patents with 853,638 reactions. Predict the reaction yield, written as a fraction of the theoretical maximum amount of product (1.0 means a 100% yield; for example, 0.34 means a 34% yield). (1) No catalyst specified. The product is [CH3:32][O:33][C:34]1[CH:35]=[C:36]([C:2]2[C:3]3[CH:14]=[C:13]([C:15]4[CH:20]=[CH:19][CH:18]=[CH:17][CH:16]=4)[CH:12]=[CH:11][C:4]=3[N:5]([CH3:10])[C:6](=[O:9])[CH2:7][N:8]=2)[CH:37]=[CH:38][C:39]=1[O:40][CH3:41]. The yield is 0.590. The reactants are Cl[C:2]1[C:3]2[CH:14]=[C:13]([C:15]3[CH:20]=[CH:19][CH:18]=[CH:17][CH:16]=3)[CH:12]=[CH:11][C:4]=2[N:5]([CH3:10])[C:6](=[O:9])[CH2:7][N:8]=1.C(C1C=C(B(O)O)C=CC=1)=O.[CH3:32][O:33][C:34]1[CH:35]=[C:36](B(O)O)[CH:37]=[CH:38][C:39]=1[O:40][CH3:41]. (2) The reactants are Br[CH2:2][C:3]([C:5]1[CH:10]=[CH:9][CH:8]=[CH:7][CH:6]=1)=O.[NH2:11][C:12]1[CH:17]=[CH:16][CH:15]=[CH:14][N:13]=1.C([O-])(O)=O.[Na+]. The catalyst is C(O)C.O. The product is [C:5]1([C:3]2[N:11]=[C:12]3[CH:17]=[CH:16][CH:15]=[CH:14][N:13]3[CH:2]=2)[CH:10]=[CH:9][CH:8]=[CH:7][CH:6]=1. The yield is 0.790. (3) The reactants are [NH:1]1[C:9]2[C:4](=[CH:5][CH:6]=[CH:7][CH:8]=2)[C:3]([C:10]2[NH:11][C:12]3[C:13]([N:27]=2)=[CH:14][C:15]2[C:16]([CH3:26])([CH3:25])[C:17](=[O:24])[N:18]([CH2:21][C:22]#[N:23])[C:19]=2[CH:20]=3)=[N:2]1. The catalyst is N.[Ni]. The product is [NH2:23][CH2:22][CH2:21][N:18]1[C:19]2[CH:20]=[C:12]3[NH:11][C:10]([C:3]4[C:4]5[C:9](=[CH:8][CH:7]=[CH:6][CH:5]=5)[NH:1][N:2]=4)=[N:27][C:13]3=[CH:14][C:15]=2[C:16]([CH3:25])([CH3:26])[C:17]1=[O:24]. The yield is 0.720. (4) The reactants are C([O:3][C:4]([C:6]1[C:11]([NH:12][C:13]2[CH:14]=[N:15][CH:16]=[N:17][CH:18]=2)=[CH:10][CH:9]=[C:8]([CH2:19][CH3:20])[N:7]=1)=[O:5])C.[OH-].[Li+]. The catalyst is C1COCC1.C(O)C. The product is [CH2:19]([C:8]1[N:7]=[C:6]([C:4]([OH:5])=[O:3])[C:11]([NH:12][C:13]2[CH:14]=[N:15][CH:16]=[N:17][CH:18]=2)=[CH:10][CH:9]=1)[CH3:20]. The yield is 0.970. (5) The reactants are [CH2:1]([N:3]([CH2:20][CH3:21])[C:4]([C:6]1[C:14]2[C:9](=[CH:10][CH:11]=[CH:12][CH:13]=2)[NH:8][C:7]=1[C:15](OCC)=[O:16])=[O:5])[CH3:2].O.[NH2:23][NH2:24]. The catalyst is C(O)C. The product is [CH2:1]([N:3]([CH2:20][CH3:21])[C:4]([C:6]1[C:14]2[C:9](=[CH:10][CH:11]=[CH:12][CH:13]=2)[NH:8][C:7]=1[C:15]([NH:23][NH2:24])=[O:16])=[O:5])[CH3:2]. The yield is 0.830. (6) The reactants are [Cl:1][C:2]1[N:3]=[C:4](Cl)[C:5]2[CH2:11][O:10][CH2:9][CH:8]([C:12]3[CH:17]=[CH:16][C:15]([O:18][C:19]([F:22])([F:21])[F:20])=[CH:14][CH:13]=3)[C:6]=2[N:7]=1.[CH3:24][NH2:25]. The catalyst is CO. The product is [Cl:1][C:2]1[N:3]=[C:4]([NH:25][CH3:24])[C:5]2[CH2:11][O:10][CH2:9][CH:8]([C:12]3[CH:17]=[CH:16][C:15]([O:18][C:19]([F:22])([F:21])[F:20])=[CH:14][CH:13]=3)[C:6]=2[N:7]=1. The yield is 0.880. (7) The reactants are [O:1]=[C:2]1[CH2:10][C:9]2[C:4](=[CH:5][C:6]([C:11]([C:13]3[CH:14]=[C:15]([NH:19][C:20]([C:22]4[S:23][C:24]([C:27](=[O:29])[CH3:28])=[CH:25][CH:26]=4)=[O:21])[CH:16]=[CH:17][CH:18]=3)=[O:12])=[CH:7][CH:8]=2)[NH:3]1.[CH:30](OCC)=[O:31].[O-]CC.[Na+].Cl. The catalyst is C(O)C. The product is [OH:31][CH:30]=[C:10]1[C:9]2[C:4](=[CH:5][C:6]([C:11]([C:13]3[CH:14]=[C:15]([NH:19][C:20]([C:22]4[S:23][C:24]([C:27](=[O:29])[CH3:28])=[CH:25][CH:26]=4)=[O:21])[CH:16]=[CH:17][CH:18]=3)=[O:12])=[CH:7][CH:8]=2)[NH:3][C:2]1=[O:1]. The yield is 0.650. (8) The reactants are C[Al](C)C.[C:5]([N:9]1[C:13]([NH2:14])=[CH:12][C:11]([CH2:15][CH2:16][C:17]2[CH:22]=[CH:21][CH:20]=[C:19]([O:23][CH3:24])[CH:18]=2)=[N:10]1)([CH3:8])([CH3:7])[CH3:6].[N:25]1([C:31]2[CH:41]=[CH:40][C:34]([C:35](OCC)=[O:36])=[CH:33][CH:32]=2)[CH2:30][CH2:29][NH:28][CH2:27][CH2:26]1. The catalyst is C1(C)C=CC=CC=1. The product is [C:5]([N:9]1[C:13]([NH:14][C:35](=[O:36])[C:34]2[CH:33]=[CH:32][C:31]([N:25]3[CH2:30][CH2:29][NH:28][CH2:27][CH2:26]3)=[CH:41][CH:40]=2)=[CH:12][C:11]([CH2:15][CH2:16][C:17]2[CH:22]=[CH:21][CH:20]=[C:19]([O:23][CH3:24])[CH:18]=2)=[N:10]1)([CH3:8])([CH3:7])[CH3:6]. The yield is 0.225.